This data is from Peptide-MHC class I binding affinity with 185,985 pairs from IEDB/IMGT. The task is: Regression. Given a peptide amino acid sequence and an MHC pseudo amino acid sequence, predict their binding affinity value. This is MHC class I binding data. (1) The peptide sequence is ACQGVGGPGHK. The MHC is HLA-A01:01 with pseudo-sequence HLA-A01:01. The binding affinity (normalized) is 0.0182. (2) The peptide sequence is EEDEGEELF. The MHC is HLA-B18:01 with pseudo-sequence HLA-B18:01. The binding affinity (normalized) is 0.177.